Dataset: Full USPTO retrosynthesis dataset with 1.9M reactions from patents (1976-2016). Task: Predict the reactants needed to synthesize the given product. (1) The reactants are: [CH3:1][CH:2]1[C:6](=[O:7])[CH2:5][CH2:4][C:3]1=[O:8].[B-](F)(F)(F)[F:10].[B-](F)(F)(F)F.C1[N+]2(CCl)CC[N+](F)(CC2)C1. Given the product [F:10][C:2]1([CH3:1])[C:6](=[O:7])[CH2:5][CH2:4][C:3]1=[O:8], predict the reactants needed to synthesize it. (2) Given the product [NH2:20][C:19]1[N:18]=[CH:17][C:16]([C:24]([N:26]([CH2:27][CH3:28])[CH2:29][CH3:30])=[O:25])=[CH:15][C:14]=1[NH:13][C:11](=[O:12])[CH2:10][C:7]1[CH:8]=[CH:9][C:4]([O:3][CH2:1][CH3:2])=[CH:5][CH:6]=1, predict the reactants needed to synthesize it. The reactants are: [CH2:1]([O:3][C:4]1[CH:9]=[CH:8][C:7]([CH2:10][C:11]([NH:13][C:14]2[CH:15]=[C:16]([C:24]([N:26]([CH2:29][CH3:30])[CH2:27][CH3:28])=[O:25])[CH:17]=[N:18][C:19]=2[NH:20]CC=C)=[O:12])=[CH:6][CH:5]=1)[CH3:2].C(O)(=O)C.C1([SiH3])C=CC=CC=1. (3) The reactants are: [NH2:1][C@@H:2]([CH2:33][C:34]1[CH:39]=[CH:38][CH:37]=[CH:36][CH:35]=1)[C@@H:3]([OH:32])[CH2:4][C@H:5]([NH:19][C:20]([C@@H:22]([NH:27][C:28](=[O:31])[O:29][CH3:30])[C:23]([CH3:26])([CH3:25])[CH3:24])=[O:21])[CH2:6][C:7]1[CH:12]=[CH:11][C:10]([C:13]2[CH:18]=[CH:17][CH:16]=[CH:15][N:14]=2)=[CH:9][CH:8]=1.[CH3:40][C:41]([CH3:62])([CH3:61])[C@H:42]([N:46]1[CH2:50][C:49](=[O:51])[N:48]([CH2:52][C:53]2[CH:58]=[CH:57][CH:56]=[C:55]([CH3:59])[N:54]=2)[C:47]1=[O:60])[C:43](O)=[O:44].CCOP(ON1N=NC2C=CC=CC=2C1=O)(OCC)=O.C(N(CC)C(C)C)(C)C. Given the product [CH3:40][C:41]([CH3:62])([CH3:61])[C@H:42]([N:46]1[CH2:50][C:49](=[O:51])[N:48]([CH2:52][C:53]2[CH:58]=[CH:57][CH:56]=[C:55]([CH3:59])[N:54]=2)[C:47]1=[O:60])[C:43]([NH:1][C@@H:2]([CH2:33][C:34]1[CH:35]=[CH:36][CH:37]=[CH:38][CH:39]=1)[C@@H:3]([OH:32])[CH2:4][C@H:5]([NH:19][C:20]([C@@H:22]([NH:27][C:28](=[O:31])[O:29][CH3:30])[C:23]([CH3:26])([CH3:25])[CH3:24])=[O:21])[CH2:6][C:7]1[CH:12]=[CH:11][C:10]([C:13]2[CH:18]=[CH:17][CH:16]=[CH:15][N:14]=2)=[CH:9][CH:8]=1)=[O:44], predict the reactants needed to synthesize it. (4) Given the product [CH3:9][C:8]([C:5]1[CH:6]=[CH:7][C:2]([C:27]#[N:28])=[CH:3][CH:4]=1)([N:11]1[CH2:16][CH2:15][N:14]([S:17]([C:20]2[CH:25]=[CH:24][C:23]([CH3:26])=[CH:22][CH:21]=2)(=[O:19])=[O:18])[CH2:13][CH2:12]1)[CH3:10], predict the reactants needed to synthesize it. The reactants are: Br[C:2]1[CH:7]=[CH:6][C:5]([C:8]([N:11]2[CH2:16][CH2:15][N:14]([S:17]([C:20]3[CH:25]=[CH:24][C:23]([CH3:26])=[CH:22][CH:21]=3)(=[O:19])=[O:18])[CH2:13][CH2:12]2)([CH3:10])[CH3:9])=[CH:4][CH:3]=1.[CH3:27][N:28](C=O)C. (5) Given the product [F:1][C:2]1[C:7]([C:8]([F:11])([F:10])[F:9])=[CH:6][CH:5]=[CH:4][C:3]=1[C:12]1([CH2:15][C:16](=[O:20])[C:17]([NH:21][C:22]2[CH:23]=[C:24]3[C:29](=[CH:30][CH:31]=2)[C:27](=[O:28])[O:26][CH2:25]3)=[O:18])[CH2:13][CH2:14]1, predict the reactants needed to synthesize it. The reactants are: [F:1][C:2]1[C:7]([C:8]([F:11])([F:10])[F:9])=[CH:6][CH:5]=[CH:4][C:3]=1[C:12]1([CH2:15][C:16](=[O:20])[C:17](O)=[O:18])[CH2:14][CH2:13]1.[NH2:21][C:22]1[CH:23]=[C:24]2[C:29](=[CH:30][CH:31]=1)[C:27](=[O:28])[O:26][CH2:25]2. (6) Given the product [Cl:1][C:2]1[CH:7]=[CH:6][CH:5]=[CH:4][C:3]=1[C:8]1[C:17]2[C:12](=[CH:13][CH:14]=[CH:15][CH:16]=2)[CH:11]=[C:10]([CH:18]=[O:19])[N:9]=1, predict the reactants needed to synthesize it. The reactants are: [Cl:1][C:2]1[CH:7]=[CH:6][CH:5]=[CH:4][C:3]=1[C:8]1[C:17]2[C:12](=[CH:13][CH:14]=[CH:15][CH:16]=2)[CH:11]=[C:10]([C:18](O)=[O:19])[N:9]=1.ClC1C=CC=CC=1C1C2C(=CC=CC=2)C=C(C)N=1.BrN1C(=O)CCC1=O.C(OOC(=O)C1C=CC=CC=1)(=O)C1C=CC=CC=1. (7) Given the product [Cl:1][C:2]1[CH:7]=[CH:6][C:5]([O:8][CH2:20][C:21]2[CH:31]=[CH:30][C:24]([C:25]([O:27][CH2:28][CH3:29])=[O:26])=[CH:23][CH:22]=2)=[CH:4][C:3]=1[C:9]([F:10])([F:11])[F:12], predict the reactants needed to synthesize it. The reactants are: [Cl:1][C:2]1[CH:7]=[CH:6][C:5]([OH:8])=[CH:4][C:3]=1[C:9]([F:12])([F:11])[F:10].C(=O)([O-])[O-].[K+].[K+].Br[CH2:20][C:21]1[CH:31]=[CH:30][C:24]([C:25]([O:27][CH2:28][CH3:29])=[O:26])=[CH:23][CH:22]=1.O. (8) Given the product [OH:25][NH:24][C:21]([C:17]1[C:18]2[CH:19]=[CH:20][C:11]([NH:10][C@H:1]3[C:9]4[C:4](=[CH:5][CH:6]=[CH:7][CH:8]=4)[CH2:3][CH2:2]3)=[N:12][C:13]=2[CH:14]=[CH:15][CH:16]=1)=[NH:22], predict the reactants needed to synthesize it. The reactants are: [C@H:1]1([NH:10][C:11]2[CH:20]=[CH:19][C:18]3[C:17]([C:21]#[N:22])=[CH:16][CH:15]=[CH:14][C:13]=3[N:12]=2)[C:9]2[C:4](=[CH:5][CH:6]=[CH:7][CH:8]=2)[CH2:3][CH2:2]1.Cl.[NH2:24][OH:25].C(=O)([O-])[O-].[Na+].[Na+]. (9) Given the product [CH2:1]([O:3][C:4]1[C:5]([F:13])=[CH:6][C:7]([CH2:11][O:12][C:15]2[CH:26]=[C:19]3[N:20]([CH3:25])[C@H:21]([CH3:24])[CH2:22][CH2:23][N:18]3[C:17](=[O:27])[N:16]=2)=[CH:8][C:9]=1[F:10])[CH3:2], predict the reactants needed to synthesize it. The reactants are: [CH2:1]([O:3][C:4]1[C:9]([F:10])=[CH:8][C:7]([CH2:11][OH:12])=[CH:6][C:5]=1[F:13])[CH3:2].Cl[C:15]1[CH:26]=[C:19]2[N:20]([CH3:25])[C@H:21]([CH3:24])[CH2:22][CH2:23][N:18]2[C:17](=[O:27])[N:16]=1. (10) Given the product [CH3:16][C:13]1[CH:14]=[CH:15][C:10]([C:8](=[O:9])[CH2:18][C:17]#[N:19])=[N:11][CH:12]=1, predict the reactants needed to synthesize it. The reactants are: [Na].C(O)C.C(O[C:8]([C:10]1[CH:15]=[CH:14][C:13]([CH3:16])=[CH:12][N:11]=1)=[O:9])C.[C:17](#[N:19])[CH3:18].